Dataset: NCI-60 drug combinations with 297,098 pairs across 59 cell lines. Task: Regression. Given two drug SMILES strings and cell line genomic features, predict the synergy score measuring deviation from expected non-interaction effect. Drug 1: CC1=C(C=C(C=C1)C(=O)NC2=CC(=CC(=C2)C(F)(F)F)N3C=C(N=C3)C)NC4=NC=CC(=N4)C5=CN=CC=C5. Drug 2: CC1=C(N=C(N=C1N)C(CC(=O)N)NCC(C(=O)N)N)C(=O)NC(C(C2=CN=CN2)OC3C(C(C(C(O3)CO)O)O)OC4C(C(C(C(O4)CO)O)OC(=O)N)O)C(=O)NC(C)C(C(C)C(=O)NC(C(C)O)C(=O)NCCC5=NC(=CS5)C6=NC(=CS6)C(=O)NCCC[S+](C)C)O. Cell line: SN12C. Synergy scores: CSS=5.86, Synergy_ZIP=-2.67, Synergy_Bliss=3.50, Synergy_Loewe=-18.3, Synergy_HSA=-7.27.